This data is from CYP2C9 inhibition data for predicting drug metabolism from PubChem BioAssay. The task is: Regression/Classification. Given a drug SMILES string, predict its absorption, distribution, metabolism, or excretion properties. Task type varies by dataset: regression for continuous measurements (e.g., permeability, clearance, half-life) or binary classification for categorical outcomes (e.g., BBB penetration, CYP inhibition). Dataset: cyp2c9_veith. (1) The molecule is CCCCC1S/C(=N/N=C/c2ccc(OC)cc2)N(Cc2ccc(OC)cc2)C1=O. The result is 1 (inhibitor). (2) The compound is CCN1C(=O)[C@H]2CC[C@H]3/C(=N\NC(=O)OCc4ccc(OC)cc4)C[C@@H](O)[C@@H](O)[C@@H]3[C@@H]2C1=O. The result is 0 (non-inhibitor).